From a dataset of Forward reaction prediction with 1.9M reactions from USPTO patents (1976-2016). Predict the product of the given reaction. (1) Given the reactants C(N(CC)CC)C.[Br:8][C:9]1[CH:14]=[CH:13][C:12]([CH2:15][C:16]([OH:18])=O)=[C:11]([O:19][CH3:20])[CH:10]=1.C(Cl)(=O)C(C)(C)C.[CH:28]([C@H:31]1[CH2:35][O:34][C:33](=[O:36])[NH:32]1)([CH3:30])[CH3:29].[Li]CCCC.O1CCNC1=O.[NH4+].[Cl-], predict the reaction product. The product is: [Br:8][C:9]1[CH:14]=[CH:13][C:12]([CH2:15][C:16]([N:32]2[C@@H:31]([CH:28]([CH3:30])[CH3:29])[CH2:35][O:34][C:33]2=[O:36])=[O:18])=[C:11]([O:19][CH3:20])[CH:10]=1. (2) Given the reactants [CH:1]1([CH2:6][C:7]([OH:9])=O)[CH2:5][CH2:4][CH2:3][CH2:2]1.Cl.[CH3:11][O:12][C:13](=[O:17])[C@H:14]([CH3:16])[NH2:15], predict the reaction product. The product is: [CH3:11][O:12][C:13](=[O:17])[C@H:14]([CH3:16])[NH:15][C:7](=[O:9])[CH2:6][CH:1]1[CH2:2][CH2:3][CH2:4][CH2:5]1. (3) Given the reactants [C:1](Cl)(=[O:4])[CH:2]=[CH2:3].[CH3:6][C:7]1[O:8][CH:9]=[C:10]([CH2:12][N:13]2[CH2:18][CH2:17][NH:16][CH2:15][CH2:14]2)[N:11]=1, predict the reaction product. The product is: [CH3:6][C:7]1[O:8][CH:9]=[C:10]([CH2:12][N:13]2[CH2:14][CH2:15][N:16]([C:1](=[O:4])[CH:2]=[CH2:3])[CH2:17][CH2:18]2)[N:11]=1. (4) Given the reactants [OH-].[Na+].[Cl:3][C:4]1[N:9]=[C:8]([N:10]2[CH2:15][CH2:14][O:13][CH2:12][C@H:11]2[CH3:16])[CH:7]=[C:6]([CH2:17][S:18]([CH3:21])(=[O:20])=[O:19])[N:5]=1.Br[CH2:23][CH2:24]Br.CCOC(C)=O, predict the reaction product. The product is: [Cl:3][C:4]1[N:9]=[C:8]([N:10]2[CH2:15][CH2:14][O:13][CH2:12][C@H:11]2[CH3:16])[CH:7]=[C:6]([C:17]2([S:18]([CH3:21])(=[O:20])=[O:19])[CH2:24][CH2:23]2)[N:5]=1. (5) Given the reactants C(O[C:6]([N:8]1[CH2:15][C:14](=[CH2:16])[CH2:13][C@H:9]1[C:10]([OH:12])=O)=[O:7])(C)(C)C.[N:17]([C:20]1[CH:25]=[CH:24][CH:23]=[C:22]([CH3:26])[CH:21]=1)=C=O.[CH3:27][O:28][CH2:29][CH2:30][NH2:31], predict the reaction product. The product is: [CH3:27][O:28][CH2:29][CH2:30][NH:31][C:10]([CH:9]1[CH2:13][C:14](=[CH2:16])[CH2:15][N:8]1[C:6]([NH:17][C:20]1[CH:25]=[CH:24][CH:23]=[C:22]([CH3:26])[CH:21]=1)=[O:7])=[O:12]. (6) The product is: [CH:1]([O:4][C:5]([N:7]1[CH2:8][CH2:9][CH:10]([C:13]2[O:14][C:15]3[CH:21]=[CH:20][C:19]([C:22]4[CH:31]=[CH:30][C:25]([C:26]([OH:28])=[O:27])=[CH:24][N:23]=4)=[CH:18][C:16]=3[N:17]=2)[CH2:11][CH2:12]1)=[O:6])([CH3:3])[CH3:2]. Given the reactants [CH:1]([O:4][C:5]([N:7]1[CH2:12][CH2:11][CH:10]([C:13]2[O:14][C:15]3[CH:21]=[CH:20][C:19]([C:22]4[CH:31]=[CH:30][C:25]([C:26]([O:28]C)=[O:27])=[CH:24][N:23]=4)=[CH:18][C:16]=3[N:17]=2)[CH2:9][CH2:8]1)=[O:6])([CH3:3])[CH3:2].ClC1C=CC(C(OC)=O)=CN=1.C([O-])([O-])=O.[K+].[K+], predict the reaction product.